From a dataset of Forward reaction prediction with 1.9M reactions from USPTO patents (1976-2016). Predict the product of the given reaction. (1) Given the reactants [NH2:1][C:2]1[NH:6][N:5]=[C:4]([CH3:7])[C:3]=1[C:8]([NH2:10])=[O:9].[CH:11](N)=O, predict the reaction product. The product is: [CH3:7][C:4]1[N:5]=[N:6][C:2]2[C:3]=1[C:8](=[O:9])[N:10]=[CH:11][N:1]=2. (2) The product is: [Cl-:1].[V+5:11].[Al+3:7].[Ti+4:2].[Cl-:1].[Cl-:1].[Cl-:1].[Cl-:1].[Cl-:1].[Cl-:1].[Cl-:1].[Cl-:1].[Cl-:1].[Cl-:1].[Cl-:1]. Given the reactants [Cl-:1].[Ti+4:2].[Cl-].[Cl-].[Cl-].[Cl-].[Al+3:7].[Cl-].[Cl-].[Cl-].[V+5:11].[Cl-].[Cl-].[Cl-].[Cl-], predict the reaction product. (3) Given the reactants [Br:1][C:2]1[CH:3]=[CH:4][C:5]([Cl:16])=[C:6]([CH2:8][C:9]2[CH:14]=[CH:13][C:12]([OH:15])=[CH:11][CH:10]=2)[CH:7]=1.C(=O)([O-])[O-].[Cs+].[Cs+].CC1C=CC(S(O[CH2:34][C:35]([F:38])([F:37])[F:36])(=O)=O)=CC=1, predict the reaction product. The product is: [Br:1][C:2]1[CH:3]=[CH:4][C:5]([Cl:16])=[C:6]([CH2:8][C:9]2[CH:14]=[CH:13][C:12]([O:15][CH2:34][C:35]([F:38])([F:37])[F:36])=[CH:11][CH:10]=2)[CH:7]=1. (4) Given the reactants [F:1][CH:2]([F:22])[O:3][C:4]1[CH:9]=[C:8]([N+:10]([O-])=O)[CH:7]=[CH:6][C:5]=1[N:13]1[CH2:18][CH2:17][N:16]([CH:19]([CH3:21])[CH3:20])[CH2:15][CH2:14]1, predict the reaction product. The product is: [F:22][CH:2]([F:1])[O:3][C:4]1[CH:9]=[C:8]([NH2:10])[CH:7]=[CH:6][C:5]=1[N:13]1[CH2:18][CH2:17][N:16]([CH:19]([CH3:20])[CH3:21])[CH2:15][CH2:14]1. (5) Given the reactants [Br:1][C:2]1[C:7]([C:8]2[CH:13]=[CH:12][C:11]([F:14])=[CH:10][CH:9]=2)=[C:6]([F:15])[C:5]([OH:16])=[C:4]([CH:17]=[O:18])[CH:3]=1.[C:19](=O)([O-])[O-].[K+].[K+].CN(C=O)C, predict the reaction product. The product is: [Br:1][C:2]1[C:7]([C:8]2[CH:13]=[CH:12][C:11]([F:14])=[CH:10][CH:9]=2)=[C:6]([F:15])[C:5]([O:16][CH3:19])=[C:4]([CH:17]=[O:18])[CH:3]=1. (6) Given the reactants [C:1]([OH:5])(=[O:4])[CH2:2][CH3:3].C(O)(=O)C.[O-2].[Y+3:11].[O-2].[O-2].[Y+3], predict the reaction product. The product is: [C:1]([O-:5])(=[O:4])[CH2:2][CH3:3].[Y+3:11].[C:1]([O-:5])(=[O:4])[CH2:2][CH3:3].[C:1]([O-:5])(=[O:4])[CH2:2][CH3:3]. (7) The product is: [CH3:1][O:2][C:3]1[CH:4]=[C:5]([C:9]2([NH:21][S:22]([NH2:25])(=[O:24])=[O:23])[CH2:10][CH2:11][N:12]([C:15]3[N:16]=[CH:17][CH:18]=[CH:19][N:20]=3)[CH2:13][CH2:14]2)[CH:6]=[CH:7][CH:8]=1. Given the reactants [CH3:1][O:2][C:3]1[CH:4]=[C:5]([C:9]2([NH:21][S:22]([NH:25]C(=O)OC(C)(C)C)(=[O:24])=[O:23])[CH2:14][CH2:13][N:12]([C:15]3[N:20]=[CH:19][CH:18]=[CH:17][N:16]=3)[CH2:11][CH2:10]2)[CH:6]=[CH:7][CH:8]=1.Cl.O1CCOCC1, predict the reaction product. (8) Given the reactants [Cl:1][C:2]1[C:3]2[N:4]([C:8]([CH:11]3[CH2:14][CH:13]([CH2:15][OH:16])[CH2:12]3)=[N:9][CH:10]=2)[CH:5]=[CH:6][N:7]=1.C1(O)CCCC(O)CCC1.[C:27]1([CH3:47])[CH:32]=[CH:31][C:30]([S:33]([O:36][S:37]([C:40]2[CH:45]=[CH:44][C:43]([CH3:46])=[CH:42][CH:41]=2)(=[O:39])=[O:38])(=[O:35])=[O:34])=[CH:29][CH:28]=1.CCN(C(C)C)C(C)C, predict the reaction product. The product is: [C:27]1([CH3:47])[CH:32]=[CH:31][C:30]([S:33]([O:16][CH2:15][C@H:13]2[CH2:12][C@@H:11]([C:8]3[N:4]4[CH:5]=[CH:6][N:7]=[C:2]([Cl:1])[C:3]4=[CH:10][N:9]=3)[CH2:14]2)(=[O:35])=[O:34])=[CH:29][CH:28]=1.[C:43]1([CH3:46])[CH:42]=[CH:41][C:40]([S:37]([O:36][CH2:15][C@H:13]2[CH2:14][C@H:11]([C:8]3[N:4]4[CH:5]=[CH:6][N:7]=[C:2]([Cl:1])[C:3]4=[CH:10][N:9]=3)[CH2:12]2)(=[O:38])=[O:39])=[CH:45][CH:44]=1.